From a dataset of NCI-60 drug combinations with 297,098 pairs across 59 cell lines. Regression. Given two drug SMILES strings and cell line genomic features, predict the synergy score measuring deviation from expected non-interaction effect. Drug 1: CC(C)NC(=O)C1=CC=C(C=C1)CNNC.Cl. Drug 2: N.N.Cl[Pt+2]Cl. Cell line: A549. Synergy scores: CSS=52.7, Synergy_ZIP=2.08, Synergy_Bliss=1.68, Synergy_Loewe=-15.5, Synergy_HSA=1.22.